This data is from Full USPTO retrosynthesis dataset with 1.9M reactions from patents (1976-2016). The task is: Predict the reactants needed to synthesize the given product. (1) Given the product [N+:11]([C:14]1[CH:19]=[CH:18][C:17]([O:20][CH2:2][CH2:3][CH2:4][N:5]2[CH2:10][CH2:9][CH2:8][CH2:7][CH2:6]2)=[CH:16][CH:15]=1)([O-:13])=[O:12], predict the reactants needed to synthesize it. The reactants are: Cl[CH2:2][CH2:3][CH2:4][N:5]1[CH2:10][CH2:9][CH2:8][CH2:7][CH2:6]1.[N+:11]([C:14]1[CH:19]=[CH:18][C:17]([OH:20])=[CH:16][CH:15]=1)([O-:13])=[O:12].C(=O)([O-])[O-].[K+].[K+]. (2) Given the product [N+:1]([C:4]1[CH:5]=[CH:6][C:7](/[C:10](/[C:17]2[CH:18]=[CH:19][CH:20]=[CH:21][CH:22]=2)=[CH:11]\[C:12]([OH:14])=[O:13])=[CH:8][CH:9]=1)([O-:3])=[O:2], predict the reactants needed to synthesize it. The reactants are: [N+:1]([C:4]1[CH:9]=[CH:8][C:7](/[C:10](/[C:17]2[CH:22]=[CH:21][CH:20]=[CH:19][CH:18]=2)=[CH:11]\[C:12]([O:14]CC)=[O:13])=[CH:6][CH:5]=1)([O-:3])=[O:2].C([O-])([O-])=O.[K+].[K+]. (3) Given the product [Cl:1][C:2]1[C:7]([O:8][C:9]2[N:14]=[C:13]3[S:15][C:16]([NH:18][C:19](=[O:22])[CH2:20][N:45]4[CH2:50][CH2:49][O:48][CH2:47][CH2:46]4)=[N:17][C:12]3=[CH:11][CH:10]=2)=[CH:6][C:5]([NH:23][C:24](=[O:36])[C:25]2[CH:30]=[CH:29][CH:28]=[C:27]([C:31]([C:34]#[N:35])([CH3:32])[CH3:33])[CH:26]=2)=[C:4]([F:37])[CH:3]=1, predict the reactants needed to synthesize it. The reactants are: [Cl:1][C:2]1[C:7]([O:8][C:9]2[N:14]=[C:13]3[S:15][C:16]([NH:18][C:19](=[O:22])[CH2:20]Cl)=[N:17][C:12]3=[CH:11][CH:10]=2)=[CH:6][C:5]([NH:23][C:24](=[O:36])[C:25]2[CH:30]=[CH:29][CH:28]=[C:27]([C:31]([C:34]#[N:35])([CH3:33])[CH3:32])[CH:26]=2)=[C:4]([F:37])[CH:3]=1.C(N(CC)CC)C.[NH:45]1[CH2:50][CH2:49][O:48][CH2:47][CH2:46]1. (4) Given the product [CH:22]1([C:20]2[NH:19][N:18]=[C:17]([NH:16][C:4]3[N:3]=[C:2]([O:12][CH:9]([CH3:10])[CH3:8])[C:11]4[C:6]([CH:5]=3)=[CH:7][C:8]([O:14][CH3:15])=[C:9]([O:12][CH3:13])[CH:10]=4)[CH:21]=2)[CH2:24][CH2:23]1, predict the reactants needed to synthesize it. The reactants are: Cl[C:2]1[C:11]2[C:6](=[CH:7][C:8]([O:14][CH3:15])=[C:9]([O:12][CH3:13])[CH:10]=2)[CH:5]=[C:4]([NH:16][C:17]2[CH:21]=[C:20]([CH:22]3[CH2:24][CH2:23]3)[NH:19][N:18]=2)[N:3]=1. (5) Given the product [Cl:17][C:14]1[CH:15]=[CH:16][C:8]2[CH2:7][CH2:6][NH:5][CH2:11][CH:10]([CH3:12])[C:9]=2[C:13]=1[F:18], predict the reactants needed to synthesize it. The reactants are: FC(F)(F)C([N:5]1[CH2:11][CH:10]([CH3:12])[C:9]2[C:13]([F:18])=[C:14]([Cl:17])[CH:15]=[CH:16][C:8]=2[CH2:7][CH2:6]1)=O.[OH-].[Na+]. (6) Given the product [NH2:56][C:53]1[S:54][CH:55]=[C:51](/[C:40](=[N:41]/[O:42][CH2:43][C:44]([OH:46])=[O:45])/[C:39]([NH:5][C@@H:6]2[C:13](=[O:14])[N:12]3[C@@H:7]2[S:8][CH2:9][C:10]([CH:27]=[CH2:28])=[C:11]3[C:15]([OH:17])=[O:16])=[O:57])[N:52]=1, predict the reactants needed to synthesize it. The reactants are: OC1C=CC=CC=1/C=[N:5]\[C@@H:6]1[C:13](=[O:14])[N:12]2[C@@H:7]1[S:8][CH2:9][C:10]([CH:27]=[CH2:28])=[C:11]2[C:15]([O:17]CC1C=CC(OC)=CC=1)=[O:16].O.CS(O[C:39](=[O:57])/[C:40](/[C:51]1[N:52]=[C:53]([NH2:56])[S:54][CH:55]=1)=[N:41]\[O:42][CH2:43][C:44]([O:46]C(C)(C)C)=[O:45])(=O)=O.ClCCl.